Dataset: Full USPTO retrosynthesis dataset with 1.9M reactions from patents (1976-2016). Task: Predict the reactants needed to synthesize the given product. Given the product [NH2:31][C:32]1[N:37]=[CH:36][N:35]=[C:34]([NH:38][CH2:39][C@@H:40]2[CH2:45][CH2:44][N:43]([C:1](=[O:4])[C:2]#[CH:3])[CH2:42][C@H:41]2[OH:46])[C:33]=1[C:47]1[CH:52]=[CH:51][C:50]([O:53][C:54]2[CH:59]=[CH:58][CH:57]=[CH:56][CH:55]=2)=[CH:49][CH:48]=1, predict the reactants needed to synthesize it. The reactants are: [C:1](O)(=[O:4])[C:2]#[CH:3].O=C1N(P(Cl)(N2CCOC2=O)=O)CCO1.C(N(C(C)C)C(C)C)C.Cl.[NH2:31][C:32]1[N:37]=[CH:36][N:35]=[C:34]([NH:38][CH2:39][C@@H:40]2[CH2:45][CH2:44][NH:43][CH2:42][C@H:41]2[OH:46])[C:33]=1[C:47]1[CH:52]=[CH:51][C:50]([O:53][C:54]2[CH:59]=[CH:58][CH:57]=[CH:56][CH:55]=2)=[CH:49][CH:48]=1.